From a dataset of Peptide-MHC class I binding affinity with 185,985 pairs from IEDB/IMGT. Regression. Given a peptide amino acid sequence and an MHC pseudo amino acid sequence, predict their binding affinity value. This is MHC class I binding data. (1) The binding affinity (normalized) is 0.0847. The peptide sequence is SHDLAPQFL. The MHC is HLA-A02:16 with pseudo-sequence HLA-A02:16. (2) The peptide sequence is PHPVVVRTL. The MHC is HLA-B39:01 with pseudo-sequence HLA-B39:01. The binding affinity (normalized) is 0.0847.